From a dataset of Catalyst prediction with 721,799 reactions and 888 catalyst types from USPTO. Predict which catalyst facilitates the given reaction. (1) Reactant: [CH3:1][N:2]([CH3:14])[CH2:3][C:4]1[CH:9]=[CH:8][C:7]([N+:10]([O-])=O)=[C:6]([CH3:13])[CH:5]=1. Product: [CH3:14][N:2]([CH2:3][C:4]1[CH:9]=[CH:8][C:7]([NH2:10])=[C:6]([CH3:13])[CH:5]=1)[CH3:1]. The catalyst class is: 29. (2) Product: [CH2:1]([O:3][C:4]1[N:9]=[C:8]([NH:10][CH2:11][CH2:12][N:13]2[CH:32]=[CH:33][N:29]=[CH:30]2)[N:7]=[C:6]([NH:18][C:19]2[CH:24]=[CH:23][CH:22]=[C:21]([C:25]([F:26])([F:28])[F:27])[CH:20]=2)[N:5]=1)[CH3:2]. The catalyst class is: 6. Reactant: [CH2:1]([O:3][C:4]1[N:9]=[C:8]([NH:10][CH2:11][C:12]2C=C(C)O[N:13]=2)[N:7]=[C:6]([NH:18][C:19]2[CH:24]=[CH:23][CH:22]=[C:21]([C:25]([F:28])([F:27])[F:26])[CH:20]=2)[N:5]=1)[CH3:2].[N:29]1(CCN)[CH:33]=[CH:32]N=[CH:30]1.C(N(CC)CC)C.C(#N)C. (3) The catalyst class is: 3. Reactant: Cl[C:2]1[C:11]2[C:6](=[CH:7][C:8]([O:12][CH3:13])=[CH:9][CH:10]=2)[C:5]([C:14]2[CH:19]=[CH:18][CH:17]=[CH:16][CH:15]=2)=[C:4]([C:20]#[N:21])[N:3]=1.[CH3:22][O-:23].[Na+]. Product: [CH3:22][O:23][C:2]1[C:11]2[C:6](=[CH:7][C:8]([O:12][CH3:13])=[CH:9][CH:10]=2)[C:5]([C:14]2[CH:19]=[CH:18][CH:17]=[CH:16][CH:15]=2)=[C:4]([C:20]#[N:21])[N:3]=1. (4) Reactant: ClC1C=CC([NH:8][C:9]([NH:11][C:12]2[CH:17]=[CH:16][CH:15]=[C:14]([C:18]3[CH:23]=[CH:22][CH:21]=[C:20]([N:24]4[CH2:28][CH2:27][CH2:26][CH2:25]4)[N:19]=3)[CH:13]=2)=[O:10])=CC=1.[CH2:29]1[C:38]2[C:33](=[CH:34][CH:35]=[CH:36][CH:37]=2)[CH2:32][CH2:31]N1.CCN(C(C)C)C(C)C. Product: [N:24]1([C:20]2[N:19]=[C:18]([C:14]3[CH:13]=[C:12]([NH:11][C:9]([N:8]4[CH2:31][CH2:32][C:33]5[C:38](=[CH:37][CH:36]=[CH:35][CH:34]=5)[CH2:29]4)=[O:10])[CH:17]=[CH:16][CH:15]=3)[CH:23]=[CH:22][CH:21]=2)[CH2:25][CH2:26][CH2:27][CH2:28]1. The catalyst class is: 3. (5) Reactant: Br[C:2]1[CH:3]=[N:4][C:5]2[C:10]([CH:11]=1)=[CH:9][C:8]([OH:12])=[CH:7][CH:6]=2.[I-:13].[Na+].N.Cl. Product: [I:13][C:2]1[CH:3]=[N:4][C:5]2[C:10]([CH:11]=1)=[CH:9][C:8]([OH:12])=[CH:7][CH:6]=2. The catalyst class is: 830. (6) Reactant: Cl[CH2:2][CH2:3][O:4][C:5]1[CH:10]=[CH:9][C:8]([C:11]([C:22]2[CH:27]=[CH:26][C:25]([OH:28])=[CH:24][CH:23]=2)=[C:12]([C:15]2[N:20]=[CH:19][C:18]([OH:21])=[CH:17][CH:16]=2)[CH2:13][CH3:14])=[CH:7][CH:6]=1.[CH3:29][NH2:30]. Product: [OH:28][C:25]1[CH:26]=[CH:27][C:22]([C:11]([C:8]2[CH:9]=[CH:10][C:5]([O:4][CH2:3][CH2:2][NH:30][CH3:29])=[CH:6][CH:7]=2)=[C:12]([C:15]2[N:20]=[CH:19][C:18]([OH:21])=[CH:17][CH:16]=2)[CH2:13][CH3:14])=[CH:23][CH:24]=1. The catalyst class is: 5. (7) Reactant: Br[C:2]1[CH:7]=[CH:6][C:5]([S:8]([NH2:11])(=[O:10])=[O:9])=[CH:4][C:3]=1[F:12].[C:13]([C:15]1[N:19]([CH3:20])[C:18](B(O)O)=[CH:17][CH:16]=1)#[N:14].[F-].[K+].C(P(C(C)(C)C)C(C)(C)C)(C)(C)C. Product: [C:13]([C:15]1[N:19]([CH3:20])[C:18]([C:2]2[CH:7]=[CH:6][C:5]([S:8]([NH2:11])(=[O:10])=[O:9])=[CH:4][C:3]=2[F:12])=[CH:17][CH:16]=1)#[N:14]. The catalyst class is: 110.